Dataset: Catalyst prediction with 721,799 reactions and 888 catalyst types from USPTO. Task: Predict which catalyst facilitates the given reaction. Reactant: [CH2:1]([O:8][C:9]1[C:14](=[O:15])[N:13]2[CH:16]=[C:17]([N:20]3[CH2:25][CH2:24][O:23][CH2:22][CH2:21]3)[CH:18]=[CH:19][C:12]2=[N:11][C:10]=1[C:26]([NH:28][OH:29])=[NH:27])[C:2]1[CH:7]=[CH:6][CH:5]=[CH:4][CH:3]=1.[F:30][C:31]1[CH:36]=[CH:35][C:34]([CH2:37][C:38](Cl)=[O:39])=[CH:33][CH:32]=1.O. Product: [CH2:1]([O:8][C:9]1[C:14](=[O:15])[N:13]2[CH:16]=[C:17]([N:20]3[CH2:21][CH2:22][O:23][CH2:24][CH2:25]3)[CH:18]=[CH:19][C:12]2=[N:11][C:10]=1[C:26]([NH:28][O:29][C:38](=[O:39])[CH2:37][C:34]1[CH:35]=[CH:36][C:31]([F:30])=[CH:32][CH:33]=1)=[NH:27])[C:2]1[CH:7]=[CH:6][CH:5]=[CH:4][CH:3]=1. The catalyst class is: 1.